The task is: Regression. Given a peptide amino acid sequence and an MHC pseudo amino acid sequence, predict their binding affinity value. This is MHC class I binding data.. This data is from Peptide-MHC class I binding affinity with 185,985 pairs from IEDB/IMGT. (1) The peptide sequence is GRQTALFL. The MHC is Mamu-A07 with pseudo-sequence Mamu-A07. The binding affinity (normalized) is 0. (2) The peptide sequence is GLFVYLIRY. The MHC is HLA-A31:01 with pseudo-sequence HLA-A31:01. The binding affinity (normalized) is 0.261. (3) The peptide sequence is AEMGKFKYSF. The MHC is H-2-Kk with pseudo-sequence H-2-Kk. The binding affinity (normalized) is 0.419. (4) The binding affinity (normalized) is 0.532. The peptide sequence is RIYKTIKQY. The MHC is HLA-A03:01 with pseudo-sequence HLA-A03:01.